From a dataset of Reaction yield outcomes from USPTO patents with 853,638 reactions. Predict the reaction yield, written as a fraction of the theoretical maximum amount of product (1.0 means a 100% yield; for example, 0.34 means a 34% yield). (1) The reactants are C([O:8][C:9]([C:11]1[O:36][C:14]2=[CH:15][CH:16]=[C:17]3[C:21]([N:20]([CH2:22][C@@H:23]([NH:25][C:26]([O:28][CH2:29][C:30]4[CH:35]=[CH:34][CH:33]=[CH:32][CH:31]=4)=[O:27])[CH3:24])[N:19]=[CH:18]3)=[C:13]2[CH:12]=1)=[O:10])C1C=CC=CC=1.[OH-].[Li+]. The catalyst is C(O)C.O. The product is [CH2:29]([O:28][C:26]([NH:25][C@@H:23]([CH3:24])[CH2:22][N:20]1[C:21]2[C:17](=[CH:16][CH:15]=[C:14]3[O:36][C:11]([C:9]([OH:10])=[O:8])=[CH:12][C:13]3=2)[CH:18]=[N:19]1)=[O:27])[C:30]1[CH:35]=[CH:34][CH:33]=[CH:32][CH:31]=1. The yield is 0.980. (2) The reactants are [F:1][C:2]([F:47])([C:43]([F:46])([F:45])[F:44])[CH2:3][CH2:4][CH2:5][C:6]([CH2:13][CH2:14][CH2:15][CH2:16][O:17][C:18]1[CH:23]=[CH:22][C:21]([CH:24]2[C:33]3[C:28](=[CH:29][C:30]([OH:34])=[CH:31][CH:32]=3)[O:27][CH2:26][C:25]2([C:36]2[CH:41]=[CH:40][C:39]([OH:42])=[CH:38][CH:37]=2)[CH3:35])=[CH:20][CH:19]=1)(C(O)=O)[C:7]([OH:9])=[O:8].[Na+].[Cl-]. The catalyst is CS(C)=O. The product is [OH:34][C:30]1[CH:29]=[C:28]2[C:33]([CH:24]([C:21]3[CH:22]=[CH:23][C:18]([O:17][CH2:16][CH2:15][CH2:14][CH2:13][CH:6]([CH2:5][CH2:4][CH2:3][C:2]([F:47])([F:1])[C:43]([F:44])([F:45])[F:46])[C:7]([OH:9])=[O:8])=[CH:19][CH:20]=3)[C:25]([C:36]3[CH:41]=[CH:40][C:39]([OH:42])=[CH:38][CH:37]=3)([CH3:35])[CH2:26][O:27]2)=[CH:32][CH:31]=1. The yield is 0.676.